This data is from Full USPTO retrosynthesis dataset with 1.9M reactions from patents (1976-2016). The task is: Predict the reactants needed to synthesize the given product. The reactants are: [NH2:1][C:2]1[CH:7]=[CH:6][C:5]([Br:8])=[CH:4][C:3]=1[C:9]([C:11]1[CH:16]=[CH:15][C:14]([CH3:17])=[CH:13][CH:12]=1)=O.[C:18](#[N:20])[CH3:19].[H-].[Na+].O. Given the product [Br:8][C:5]1[CH:4]=[C:3]2[C:2](=[CH:7][CH:6]=1)[N:1]=[C:18]([NH2:20])[CH:19]=[C:9]2[C:11]1[CH:16]=[CH:15][C:14]([CH3:17])=[CH:13][CH:12]=1, predict the reactants needed to synthesize it.